This data is from Full USPTO retrosynthesis dataset with 1.9M reactions from patents (1976-2016). The task is: Predict the reactants needed to synthesize the given product. Given the product [CH3:17][N:14]1[CH2:15][CH2:16][N:11]([C:7]2[CH:8]=[CH:9][CH:10]=[C:5]([B:28]3[O:29][C:30]([CH3:32])([CH3:31])[C:26]([CH3:33])([CH3:25])[O:27]3)[CH:6]=2)[CH2:12][CH2:13]1, predict the reactants needed to synthesize it. The reactants are: C(Cl)Cl.Br[C:5]1[CH:6]=[C:7]([N:11]2[CH2:16][CH2:15][N:14]([CH3:17])[CH2:13][CH2:12]2)[CH:8]=[CH:9][CH:10]=1.CCN(CC)CC.[CH3:25][C:26]1([CH3:33])[C:30]([CH3:32])([CH3:31])[O:29][BH:28][O:27]1.